From a dataset of Forward reaction prediction with 1.9M reactions from USPTO patents (1976-2016). Predict the product of the given reaction. (1) Given the reactants Cl[C:2]1[C:7]([CH:8]=O)=[CH:6][N:5]=[C:4]2[NH:10][CH:11]=[CH:12][C:3]=12.[CH3:13][NH:14][NH2:15].Cl.O, predict the reaction product. The product is: [CH3:13][N:14]1[C:2]2=[C:3]3[CH:12]=[CH:11][NH:10][C:4]3=[N:5][CH:6]=[C:7]2[CH:8]=[N:15]1. (2) The product is: [F:15][C:2]([F:14])([F:1])[O:3][C:4]1[CH:5]=[CH:6][C:7]([NH:10][C:11]2[S:12][CH:17]=[C:18]([C:19]([OH:21])=[O:20])[N:13]=2)=[CH:8][CH:9]=1. Given the reactants [F:1][C:2]([F:15])([F:14])[O:3][C:4]1[CH:9]=[CH:8][C:7]([NH:10][C:11]([NH2:13])=[S:12])=[CH:6][CH:5]=1.Br[CH2:17][C:18](=O)[C:19]([OH:21])=[O:20], predict the reaction product. (3) Given the reactants [N:1]([CH2:4][C:5]1[CH:6]=[CH:7][C:8]([CH:11]([S:20]([C:23]2[CH:28]=[CH:27][C:26]([Cl:29])=[CH:25][CH:24]=2)(=[O:22])=[O:21])[C:12]2[CH:17]=[C:16]([F:18])[CH:15]=[CH:14][C:13]=2[F:19])=[N:9][CH:10]=1)=[N+]=[N-].C(OCC)(=O)C.C(N(CC)CC)C.[C:43](=O)([O:49]C(C)(C)C)[O:44][C:45]([CH3:48])([CH3:47])[CH3:46], predict the reaction product. The product is: [C:45]([O:44][C:43](=[O:49])[NH:1][CH2:4][C:5]1[CH:10]=[N:9][C:8]([CH:11]([S:20]([C:23]2[CH:28]=[CH:27][C:26]([Cl:29])=[CH:25][CH:24]=2)(=[O:22])=[O:21])[C:12]2[CH:17]=[C:16]([F:18])[CH:15]=[CH:14][C:13]=2[F:19])=[CH:7][CH:6]=1)([CH3:48])([CH3:47])[CH3:46]. (4) Given the reactants [Cl:1][C:2]1[CH:3]=[N+:4]([O-:22])[CH:5]=[C:6]([Cl:21])[C:7]=1[CH2:8][C@@H:9]([C:11]1[CH:16]=[CH:15][C:14]([O:17][CH3:18])=[C:13]([O:19][CH3:20])[CH:12]=1)[OH:10].[C:23]([C:26]1[CH:33]=[CH:32][C:29]([CH:30]=[O:31])=[CH:28][CH:27]=1)(O)=[O:24].Cl.CN(C)CCCN=C=NCC, predict the reaction product. The product is: [Cl:21][C:6]1[CH:5]=[N+:4]([O-:22])[CH:3]=[C:2]([Cl:1])[C:7]=1[CH2:8][C@@H:9]([C:11]1[CH:16]=[CH:15][C:14]([O:17][CH3:18])=[C:13]([O:19][CH3:20])[CH:12]=1)[O:10][C:30](=[O:31])[C:29]1[CH:32]=[CH:33][C:26]([CH:23]=[O:24])=[CH:27][CH:28]=1. (5) Given the reactants [Br:1][C:2]1[CH:7]=[CH:6][C:5]([C:8]2[O:17][C:11]3[N:12]=[CH:13][N:14]=[C:15](Cl)[C:10]=3[C:9]=2[C:18]2[CH:23]=[CH:22][C:21]([F:24])=[CH:20][CH:19]=2)=[CH:4][CH:3]=1.[CH3:25][O:26][C:27](=[O:37])[CH2:28][O:29][C:30]1[CH:35]=[CH:34][CH:33]=[C:32]([NH2:36])[CH:31]=1, predict the reaction product. The product is: [CH3:25][O:26][C:27](=[O:37])[CH2:28][O:29][C:30]1[CH:35]=[CH:34][CH:33]=[C:32]([NH:36][C:15]2[C:10]3[C:9]([C:18]4[CH:23]=[CH:22][C:21]([F:24])=[CH:20][CH:19]=4)=[C:8]([C:5]4[CH:6]=[CH:7][C:2]([Br:1])=[CH:3][CH:4]=4)[O:17][C:11]=3[N:12]=[CH:13][N:14]=2)[CH:31]=1. (6) Given the reactants C([O:3][CH2:4][CH2:5][O:6][NH:7][C:8]([C:10]1[CH:15]=[CH:14][N:13]2[CH:16]=[N:17][CH:18]=[C:12]2[C:11]=1[NH:19][C:20]1[CH:25]=[CH:24][C:23]([S:26][CH3:27])=[CH:22][C:21]=1[F:28])=[O:9])=C, predict the reaction product. The product is: [OH:3][CH2:4][CH2:5][O:6][NH:7][C:8]([C:10]1[CH:15]=[CH:14][N:13]2[CH:16]=[N:17][CH:18]=[C:12]2[C:11]=1[NH:19][C:20]1[CH:25]=[CH:24][C:23]([S:26][CH3:27])=[CH:22][C:21]=1[F:28])=[O:9]. (7) Given the reactants [CH3:1][O:2][CH2:3][CH2:4][OH:5].F[C:7]1[CH:12]=[CH:11][CH:10]=[CH:9][C:8]=1[N+:13]([O-:15])=[O:14].[CH3:16][O:17][CH2:18][CH2:19][O:20][C:21]1[CH:27]=[CH:26][CH:25]=[CH:24][C:22]=1[NH2:23].[NH2:28][C:29]1[S:30][CH:31]=[CH:32][N:33]=1, predict the reaction product. The product is: [CH3:1][O:2][CH2:3][CH2:4][O:5][C:7]1[CH:12]=[CH:11][CH:10]=[CH:9][C:8]=1[N+:13]([O-:15])=[O:14].[CH3:16][O:17][CH2:18][CH2:19][O:20][C:21]1[CH:27]=[CH:26][CH:25]=[CH:24][C:22]=1[NH:23][C:4]([NH:28][C:29]1[S:30][CH:31]=[CH:32][N:33]=1)=[O:5].